This data is from Full USPTO retrosynthesis dataset with 1.9M reactions from patents (1976-2016). The task is: Predict the reactants needed to synthesize the given product. The reactants are: C([Li])CCC.CCCCCC.[C:12]([C:18]1[N:19]=[CH:20][N:21]2[CH:25]=[CH:24][S:23][C:22]=12)(=[O:17])[C:13]([CH3:16])([CH3:15])[CH3:14].[CH2:26]([Sn:30](Cl)([CH2:35][CH2:36][CH2:37][CH3:38])[CH2:31][CH2:32][CH2:33][CH3:34])[CH2:27][CH2:28][CH3:29].[Cl-].[NH4+]. Given the product [C:12]([C:18]1[N:19]=[CH:20][N:21]2[CH:25]=[C:24]([Sn:30]([CH2:31][CH2:32][CH2:33][CH3:34])([CH2:35][CH2:36][CH2:37][CH3:38])[CH2:26][CH2:27][CH2:28][CH3:29])[S:23][C:22]=12)(=[O:17])[C:13]([CH3:16])([CH3:15])[CH3:14], predict the reactants needed to synthesize it.